From a dataset of Reaction yield outcomes from USPTO patents with 853,638 reactions. Predict the reaction yield, written as a fraction of the theoretical maximum amount of product (1.0 means a 100% yield; for example, 0.34 means a 34% yield). (1) The reactants are [Cl:1][C:2]1[CH:25]=[CH:24][C:5]([O:6][C:7]2[CH:8]=[CH:9][C:10]([CH:13](C(OCC)=O)[C:14]([O:16]CC)=[O:15])=[N:11][CH:12]=2)=[CH:4][C:3]=1[C:26]([F:29])([F:28])[F:27].[OH-].[K+]. The catalyst is C(O)C. The product is [Cl:1][C:2]1[CH:25]=[CH:24][C:5]([O:6][C:7]2[CH:8]=[CH:9][C:10]([CH2:13][C:14]([OH:16])=[O:15])=[N:11][CH:12]=2)=[CH:4][C:3]=1[C:26]([F:29])([F:27])[F:28]. The yield is 1.00. (2) No catalyst specified. The product is [F:13][C:14]1[CH:19]=[CH:18][CH:17]=[CH:16][C:15]=1[C:20]1([C:26]([NH:2][NH:1][C:3]2[CH:12]=[CH:11][CH:10]=[C:9]3[C:4]=2[CH:5]=[CH:6][CH:7]=[N:8]3)=[O:27])[CH2:25][CH2:24][CH2:23][CH2:22][CH2:21]1. The yield is 0.430. The reactants are [NH:1]([C:3]1[CH:12]=[CH:11][CH:10]=[C:9]2[C:4]=1[CH:5]=[CH:6][CH:7]=[N:8]2)[NH2:2].[F:13][C:14]1[CH:19]=[CH:18][CH:17]=[CH:16][C:15]=1[C:20]1([C:26](Cl)=[O:27])[CH2:25][CH2:24][CH2:23][CH2:22][CH2:21]1. (3) The reactants are [Br:1][C:2]1[N:7]=[CH:6][C:5]([CH2:8][OH:9])=[C:4]([I:10])[CH:3]=1.[Cr](O[Cr]([O-])(=O)=O)([O-])(=O)=O.[NH+]1C=CC=CC=1.[NH+]1C=CC=CC=1. The catalyst is C(Cl)Cl. The product is [Br:1][C:2]1[CH:3]=[C:4]([I:10])[C:5]([CH:8]=[O:9])=[CH:6][N:7]=1. The yield is 0.600. (4) The reactants are C1(P(C2C=CC=CC=2)C2C=CC=CC=2)C=CC=CC=1.BrN1C(=O)CCC1=O.[CH:28]1([CH2:33][CH:34]([C:38]2[CH:43]=[CH:42][CH:41]=[C:40]([S:44]([C:47]([F:50])([F:49])[F:48])(=[O:46])=[O:45])[CH:39]=2)[C:35]([OH:37])=O)[CH2:32][CH2:31][CH2:30][CH2:29]1.[NH2:51][C:52]1[S:53][CH:54]=[CH:55][N:56]=1. The catalyst is C(Cl)Cl. The product is [CH:28]1([CH2:33][CH:34]([C:38]2[CH:43]=[CH:42][CH:41]=[C:40]([S:44]([C:47]([F:49])([F:50])[F:48])(=[O:45])=[O:46])[CH:39]=2)[C:35]([NH:51][C:52]2[S:53][CH:54]=[CH:55][N:56]=2)=[O:37])[CH2:32][CH2:31][CH2:30][CH2:29]1. The yield is 0.720. (5) The reactants are Cl.[NH2:2][C:3]1[CH:32]=[CH:31][C:6]2[NH:7][C:8]([C:13]3[C:14](=[O:30])[C@:15]([CH3:29])([CH2:24][CH2:25][CH:26]([CH3:28])[CH3:27])[C:16]4[C:21]([C:22]=3[OH:23])=[CH:20][CH:19]=[CH:18][CH:17]=4)=[N:9][S:10](=[O:12])(=[O:11])[C:5]=2[CH:4]=1.N1C=CC=CC=1.[C:39]1([S:49](Cl)(=[O:51])=[O:50])[C:48]2[C:43](=[CH:44][CH:45]=[CH:46][CH:47]=2)[CH:42]=[CH:41][CH:40]=1. The catalyst is CC(C)=O. The product is [OH:23][C:22]1[C:21]2[C:16](=[CH:17][CH:18]=[CH:19][CH:20]=2)[C@@:15]([CH3:29])([CH2:24][CH2:25][CH:26]([CH3:28])[CH3:27])[C:14](=[O:30])[C:13]=1[C:8]1[NH:7][C:6]2[CH:31]=[CH:32][C:3]([NH:2][S:49]([C:39]3[C:48]4[C:43](=[CH:44][CH:45]=[CH:46][CH:47]=4)[CH:42]=[CH:41][CH:40]=3)(=[O:51])=[O:50])=[CH:4][C:5]=2[S:10](=[O:12])(=[O:11])[N:9]=1. The yield is 1.00. (6) The reactants are C(O[C:4](=O)[C:5](=[CH:11][NH:12][C:13]1[CH:18]=[CH:17][C:16]([Br:19])=[CH:15][CH:14]=1)[C:6]([O:8][CH2:9][CH3:10])=[O:7])C.O=P(Cl)(Cl)[Cl:23]. No catalyst specified. The product is [CH2:9]([O:8][C:6]([C:5]1[CH:11]=[N:12][C:13]2[C:14]([C:4]=1[Cl:23])=[CH:15][C:16]([Br:19])=[CH:17][CH:18]=2)=[O:7])[CH3:10]. The yield is 0.520. (7) The reactants are BrCC(Br)=O.[Br:6][CH2:7][C:8]([N:10](C)[C:11]1[CH:16]=[CH:15][CH:14]=[CH:13][CH:12]=1)=[O:9]. The catalyst is C(Cl)Cl.O. The product is [Br:6][CH2:7][C:8]([NH:10][CH:11]1[CH2:16][CH2:15][CH2:14][CH2:13][CH2:12]1)=[O:9]. The yield is 0.754.